This data is from Catalyst prediction with 721,799 reactions and 888 catalyst types from USPTO. The task is: Predict which catalyst facilitates the given reaction. Reactant: [CH3:1][NH:2][CH3:3].[CH3:4][N:5]([CH3:19])[C:6]1([C:13]2[CH:18]=[CH:17][CH:16]=[CH:15][CH:14]=2)[CH2:11][CH2:10][C:9](=O)[CH2:8][CH2:7]1.[C-:20]#[N:21].[K+].Cl. Product: [CH3:1][N:2]([CH3:3])[C:9]1([C:20]#[N:21])[CH2:10][CH2:11][C:6]([N:5]([CH3:19])[CH3:4])([C:13]2[CH:18]=[CH:17][CH:16]=[CH:15][CH:14]=2)[CH2:7][CH2:8]1. The catalyst class is: 72.